Dataset: Forward reaction prediction with 1.9M reactions from USPTO patents (1976-2016). Task: Predict the product of the given reaction. (1) Given the reactants [F:1][C:2]1[CH:7]=[CH:6][C:5]([C:8]2[O:9][C:10]3[CH:20]=[CH:19][C:18]([C:21]4[CH:22]=[C:23]([CH:27]=[CH:28][C:29]=4[CH3:30])[C:24](O)=[O:25])=[CH:17][C:11]=3[C:12]=2[C:13](=[O:16])[NH:14][CH3:15])=[CH:4][CH:3]=1.[CH:31]1[CH:32]=[CH:33][C:34]2[N:39]([OH:40])N=[N:37][C:35]=2[CH:36]=1.[CH3:41]CN=C=NCCCN(C)C.Cl.C(N(C(C)C)CC)(C)C, predict the reaction product. The product is: [F:1][C:2]1[CH:7]=[CH:6][C:5]([C:8]2[O:9][C:10]3[CH:20]=[CH:19][C:18]([C:21]4[CH:22]=[C:23]([C:24](=[O:25])[NH:37][C:35]5([C:34]6[CH:33]=[C:32]([CH3:31])[O:40][N:39]=6)[CH2:36][CH2:41]5)[CH:27]=[CH:28][C:29]=4[CH3:30])=[CH:17][C:11]=3[C:12]=2[C:13]([NH:14][CH3:15])=[O:16])=[CH:4][CH:3]=1. (2) Given the reactants Cl[C:2]1[N:7]=[C:6]([NH:8][C:9]2[CH:18]=[CH:17][CH:16]=[CH:15][C:10]=2[C:11]([NH:13][CH3:14])=[O:12])[C:5]([Br:19])=[CH:4][N:3]=1.[NH2:20][C:21]1[CH:33]=[CH:32][C:24]2[N:25]([CH3:31])[C:26](=[O:30])[CH2:27][CH2:28][CH2:29][C:23]=2[CH:22]=1.Cl, predict the reaction product. The product is: [Br:19][C:5]1[C:6]([NH:8][C:9]2[CH:18]=[CH:17][CH:16]=[CH:15][C:10]=2[C:11]([NH:13][CH3:14])=[O:12])=[N:7][C:2]([NH:20][C:21]2[CH:33]=[CH:32][C:24]3[N:25]([CH3:31])[C:26](=[O:30])[CH2:27][CH2:28][CH2:29][C:23]=3[CH:22]=2)=[N:3][CH:4]=1.